From a dataset of Reaction yield outcomes from USPTO patents with 853,638 reactions. Predict the reaction yield, written as a fraction of the theoretical maximum amount of product (1.0 means a 100% yield; for example, 0.34 means a 34% yield). (1) The reactants are [C:1]1([O:7][C:8](=[O:23])[NH:9][C@H:10]([C:14]2[C:19]([F:20])=[CH:18][CH:17]=[C:16]([Cl:21])[C:15]=2[F:22])[CH2:11][CH:12]=C)[CH:6]=[CH:5][CH:4]=[CH:3][CH:2]=1.Cl.ClC(OC1C=CC=CC=1)=[O:27]. The catalyst is CO.C(#N)C.CCOC(C)=O. The product is [C:1]1([O:7][C:8](=[O:23])[NH:9][C@H:10]([C:14]2[C:19]([F:20])=[CH:18][CH:17]=[C:16]([Cl:21])[C:15]=2[F:22])[CH2:11][CH:12]=[O:27])[CH:6]=[CH:5][CH:4]=[CH:3][CH:2]=1. The yield is 0.400. (2) The catalyst is C1COCC1. The product is [Br:8][C:9]1[CH:16]=[CH:15][C:12]([CH:13]([OH:14])[CH2:1][CH2:2][CH2:3][CH2:4][CH3:5])=[CH:11][CH:10]=1. The yield is 0.740. The reactants are [CH2:1]([Mg]Br)[CH2:2][CH2:3][CH2:4][CH3:5].[Br:8][C:9]1[CH:16]=[CH:15][C:12]([CH:13]=[O:14])=[CH:11][CH:10]=1. (3) The reactants are [OH-].[Na+].[CH3:3][C@@H:4]1[CH2:9][O:8][CH2:7][CH2:6][N:5]1[C:10]1[CH:15]=[C:14]([C:16]2([S@:19]([CH3:22])(=[NH:21])=[O:20])[CH2:18][CH2:17]2)[N:13]=[C:12]([C:23]2[CH:28]=[CH:27][N:26]=[C:25]3[N:29](S(C4C=CC(C)=CC=4)(=O)=O)[CH:30]=[CH:31][C:24]=23)[N:11]=1.Cl. The yield is 0.780. The product is [CH3:3][C@@H:4]1[CH2:9][O:8][CH2:7][CH2:6][N:5]1[C:10]1[CH:15]=[C:14]([C:16]2([S@@:19]([CH3:22])(=[NH:21])=[O:20])[CH2:18][CH2:17]2)[N:13]=[C:12]([C:23]2[CH:28]=[CH:27][N:26]=[C:25]3[NH:29][CH:30]=[CH:31][C:24]=23)[N:11]=1. The catalyst is COCCOC.O. (4) The reactants are [F:1][C:2]([F:8])([F:7])[CH2:3][C:4](O)=O.C(N(CC)CC)C.C1(P(C2C=CC=CC=2)C2C=CC=CC=2)C=CC=CC=1.[Br:35][C:36]1[N:41]=[CH:40][C:39]([NH2:42])=[C:38]([NH:43][CH:44]([CH3:46])[CH3:45])[CH:37]=1. The catalyst is C(Cl)(Cl)(Cl)Cl. The product is [Br:35][C:36]1[N:41]=[CH:40][C:39]2[N:42]=[C:4]([CH2:3][C:2]([F:8])([F:7])[F:1])[N:43]([CH:44]([CH3:46])[CH3:45])[C:38]=2[CH:37]=1. The yield is 0.500.